Dataset: Full USPTO retrosynthesis dataset with 1.9M reactions from patents (1976-2016). Task: Predict the reactants needed to synthesize the given product. Given the product [CH3:12][N:13]([CH3:15])/[CH:14]=[CH:2]/[C:1]([C:4]1[CH:5]=[N:6][CH:7]=[N:8][CH:9]=1)=[O:3], predict the reactants needed to synthesize it. The reactants are: [C:1]([C:4]1[CH:5]=[N:6][CH:7]=[N:8][CH:9]=1)(=[O:3])[CH3:2].CO[CH:12](OC)[N:13]([CH3:15])[CH3:14].